Dataset: Forward reaction prediction with 1.9M reactions from USPTO patents (1976-2016). Task: Predict the product of the given reaction. Given the reactants [CH2:1]([N:8]1[CH:12]=[C:11]([C:13]2[C:18]3[C:19]([C:22]4[CH:27]=[CH:26][CH:25]=[CH:24][CH:23]=4)=[N:20][O:21][C:17]=3[C:16]([OH:28])=[C:15]([C:29](OCC)=[O:30])[N:14]=2)[N:10]=[N:9]1)[C:2]1[CH:7]=[CH:6][CH:5]=[CH:4][CH:3]=1.[NH2:34][CH2:35][C:36]([OH:38])=[O:37].[O-]CC.[Na+].Cl, predict the reaction product. The product is: [CH2:1]([N:8]1[CH:12]=[C:11]([C:13]2[C:18]3[C:19]([C:22]4[CH:27]=[CH:26][CH:25]=[CH:24][CH:23]=4)=[N:20][O:21][C:17]=3[C:16]([OH:28])=[C:15]([C:29]([NH:34][CH2:35][C:36]([OH:38])=[O:37])=[O:30])[N:14]=2)[N:10]=[N:9]1)[C:2]1[CH:3]=[CH:4][CH:5]=[CH:6][CH:7]=1.